This data is from Forward reaction prediction with 1.9M reactions from USPTO patents (1976-2016). The task is: Predict the product of the given reaction. (1) Given the reactants Cl[C:2]1[C:11]2[C:6](=[N:7][CH:8]=[CH:9][CH:10]=2)[N:5]=[CH:4][CH:3]=1.[NH2:12][C:13]1[CH:18]=[C:17]([O:19][CH2:20][C:21]2[CH:26]=[CH:25][C:24]([Cl:27])=[CH:23][CH:22]=2)[CH:16]=[CH:15][C:14]=1[S:28][C:29]1[CH:34]=[CH:33][C:32]([OH:35])=[CH:31][CH:30]=1, predict the reaction product. The product is: [Cl:27][C:24]1[CH:25]=[CH:26][C:21]([CH2:20][O:19][C:17]2[CH:16]=[CH:15][C:14]([S:28][C:29]3[CH:34]=[CH:33][C:32]([OH:35])=[CH:31][CH:30]=3)=[C:13]([NH:12][C:2]3[C:11]4[C:6](=[N:7][CH:8]=[CH:9][CH:10]=4)[N:5]=[CH:4][CH:3]=3)[CH:18]=2)=[CH:22][CH:23]=1. (2) Given the reactants Cl[C:2]1[N:7]=[CH:6][N:5]=[C:4]([NH:8][C:9]2[CH:10]=[C:11]([CH2:15][S:16]([NH2:19])(=[O:18])=[O:17])[CH:12]=[CH:13][CH:14]=2)[N:3]=1.[CH2:20]1[C:29]2[C:24](=[CH:25][CH:26]=[CH:27][CH:28]=2)[CH2:23][CH2:22][NH:21]1, predict the reaction product. The product is: [CH2:20]1[C:29]2[C:24](=[CH:25][CH:26]=[CH:27][CH:28]=2)[CH2:23][CH2:22][N:21]1[C:2]1[N:7]=[CH:6][N:5]=[C:4]([NH:8][C:9]2[CH:10]=[C:11]([CH2:15][S:16]([NH2:19])(=[O:18])=[O:17])[CH:12]=[CH:13][CH:14]=2)[N:3]=1. (3) Given the reactants [CH3:1][Si:2]([CH3:24])([CH3:23])[C:3]1[CH:11]=[C:10]2[C:6]([CH:7]=[C:8]([C:18](OCC)=[O:19])[N:9]2[CH2:12][C:13]2[S:14][CH:15]=[CH:16][N:17]=2)=[CH:5][CH:4]=1.CC(C)(C)C([O:29][CH2:30][C:31]1[S:32][C:33]2[C:38]([N:39]=1)=[CH:37][C:36]([NH2:40])=[CH:35][N:34]=2)=O.C[Al](C)C, predict the reaction product. The product is: [OH:29][CH2:30][C:31]1[S:32][C:33]2[C:38]([N:39]=1)=[CH:37][C:36]([NH:40][C:18]([C:8]1[N:9]([CH2:12][C:13]3[S:14][CH:15]=[CH:16][N:17]=3)[C:10]3[C:6]([CH:7]=1)=[CH:5][CH:4]=[C:3]([Si:2]([CH3:24])([CH3:23])[CH3:1])[CH:11]=3)=[O:19])=[CH:35][N:34]=2. (4) Given the reactants [C:1]([O:5][C:6]([NH:8][C:9]1[CH:14]=[CH:13][C:12]([NH2:15])=[CH:11][CH:10]=1)=[O:7])([CH3:4])([CH3:3])[CH3:2].C(N(CC)CC)C.[F:23][C:24]1[CH:32]=[CH:31][CH:30]=[CH:29][C:25]=1[C:26](Cl)=[O:27], predict the reaction product. The product is: [C:1]([O:5][C:6](=[O:7])[NH:8][C:9]1[CH:10]=[CH:11][C:12]([NH:15][C:26](=[O:27])[C:25]2[CH:29]=[CH:30][CH:31]=[CH:32][C:24]=2[F:23])=[CH:13][CH:14]=1)([CH3:4])([CH3:2])[CH3:3].